Dataset: Peptide-MHC class II binding affinity with 134,281 pairs from IEDB. Task: Regression. Given a peptide amino acid sequence and an MHC pseudo amino acid sequence, predict their binding affinity value. This is MHC class II binding data. The peptide sequence is AFKVAATAANLAPAN. The MHC is DRB1_0802 with pseudo-sequence DRB1_0802. The binding affinity (normalized) is 0.717.